Dataset: Full USPTO retrosynthesis dataset with 1.9M reactions from patents (1976-2016). Task: Predict the reactants needed to synthesize the given product. (1) The reactants are: [C-]#N.[Na+].Br[CH2:5][C:6]1[CH:11]=[CH:10][C:9]([C:12]2[O:13][C:14]3[CH:20]=[CH:19][CH:18]=[CH:17][C:15]=3[N:16]=2)=[CH:8][C:7]=1[Cl:21].[CH3:22][N:23](C=O)C.O. Given the product [O:13]1[C:14]2[CH:20]=[CH:19][CH:18]=[CH:17][C:15]=2[N:16]=[C:12]1[C:9]1[CH:10]=[CH:11][C:6]([CH2:5][C:22]#[N:23])=[C:7]([Cl:21])[CH:8]=1, predict the reactants needed to synthesize it. (2) Given the product [F:10][C:8]1[CH:9]=[C:2]2[C:3]([CH:4]=[C:21]([CH2:20][C:14]3[C:13]([O:12][CH3:11])=[CH:18][CH:17]=[CH:16][C:15]=3[F:19])[C:22]([NH2:23])=[N:1]2)=[CH:6][CH:7]=1, predict the reactants needed to synthesize it. The reactants are: [NH2:1][C:2]1[CH:9]=[C:8]([F:10])[CH:7]=[CH:6][C:3]=1[CH:4]=O.[CH3:11][O:12][C:13]1[CH:18]=[CH:17][CH:16]=[C:15]([F:19])[C:14]=1[CH2:20][CH2:21][C:22]#[N:23]. (3) Given the product [CH3:13][O:14][C:15]1[CH:20]=[CH:19][C:18]([C:2]2[CH:7]=[CH:6][C:5]([O:8][C:9]([F:12])([F:11])[F:10])=[CH:4][CH:3]=2)=[CH:17][CH:16]=1, predict the reactants needed to synthesize it. The reactants are: Br[C:2]1[CH:7]=[CH:6][C:5]([O:8][C:9]([F:12])([F:11])[F:10])=[CH:4][CH:3]=1.[CH3:13][O:14][C:15]1[CH:20]=[CH:19][C:18](B2OC(C)(C)C(C)(C)O2)=[CH:17][CH:16]=1.C(=O)([O-])[O-].[K+].[K+].O. (4) Given the product [CH2:3]([CH:12]1[CH2:11][CH2:10][C:9]2[C:14](=[CH:15][CH:16]=[C:7]([O:6][CH3:5])[CH:8]=2)[C:13]1=[O:17])[CH:2]=[CH2:1], predict the reactants needed to synthesize it. The reactants are: [CH2:1](Br)[CH:2]=[CH2:3].[CH3:5][O:6][C:7]1[CH:8]=[C:9]2[C:14](=[CH:15][CH:16]=1)[C:13](=[O:17])[CH2:12][CH2:11][CH2:10]2.CC(C)([O-])C.[K+]. (5) Given the product [ClH:56].[ClH:56].[CH2:48]([C:33]1[C:32]([C:28]2[CH:27]=[C:26]3[C:31]([C:23]([C:21]4[NH:22][C:11]5[CH2:12][CH2:13][NH:8][CH2:9][C:10]=5[N:20]=4)=[N:24][NH:25]3)=[CH:30][CH:29]=2)=[CH:37][C:36]([F:38])=[C:35]([OH:39])[CH:34]=1)[CH3:49], predict the reactants needed to synthesize it. The reactants are: C(OC([N:8]1[CH2:13][CH2:12][C:11](OCC)(OCC)[CH:10]([NH:20][C:21]([C:23]2[C:31]3[C:26](=[CH:27][C:28]([C:32]4[CH:37]=[C:36]([F:38])[C:35]([O:39]COCC[Si](C)(C)C)=[CH:34][C:33]=4[CH2:48][CH3:49])=[CH:29][CH:30]=3)[N:25](C3CCCCO3)[N:24]=2)=[NH:22])[CH2:9]1)=O)(C)(C)C.[ClH:56]. (6) Given the product [NH2:22][C:7]1[CH:8]=[C:9]2[C:4](=[CH:5][CH:6]=1)[N:3]=[C:2]([CH3:1])[C:11]([C:12]([O:14][CH3:15])=[O:13])=[C:10]2[C:16]1[CH:17]=[CH:18][CH:19]=[CH:20][CH:21]=1, predict the reactants needed to synthesize it. The reactants are: [CH3:1][C:2]1[C:11]([C:12]([O:14][CH3:15])=[O:13])=[C:10]([C:16]2[CH:21]=[CH:20][CH:19]=[CH:18][CH:17]=2)[C:9]2[C:4](=[CH:5][CH:6]=[C:7]([N+:22]([O-])=O)[CH:8]=2)[N:3]=1.C([O-])=O.[NH4+].